Dataset: Forward reaction prediction with 1.9M reactions from USPTO patents (1976-2016). Task: Predict the product of the given reaction. (1) The product is: [N:5]1[CH:6]=[CH:7][N:8]=[CH:9][C:4]=1[C:3]1[CH:12]=[C:11]([C:13]2[CH:20]=[CH:19][C:16]([C:17]#[N:18])=[CH:15][CH:14]=2)[O:1][N:2]=1. Given the reactants [OH:1][N:2]=[C:3](Cl)[C:4]1[CH:9]=[N:8][CH:7]=[CH:6][N:5]=1.[C:11]([C:13]1[CH:20]=[CH:19][C:16]([C:17]#[N:18])=[CH:15][CH:14]=1)#[CH:12].N, predict the reaction product. (2) Given the reactants [C:1]([O:7][CH3:8])(=[O:6])[C:2]([O:4]C)=O.C[O-].[Na+].[CH3:12][C:13]1[CH:14]=[CH:15][C:16]([C:19](=[O:21])[CH3:20])=[N:17][CH:18]=1, predict the reaction product. The product is: [CH3:8][O:7][C:1](=[O:6])[C:2](=[O:4])[CH2:20][C:19]([C:16]1[CH:15]=[CH:14][C:13]([CH3:12])=[CH:18][N:17]=1)=[O:21].